This data is from Reaction yield outcomes from USPTO patents with 853,638 reactions. The task is: Predict the reaction yield, written as a fraction of the theoretical maximum amount of product (1.0 means a 100% yield; for example, 0.34 means a 34% yield). (1) The reactants are [Cl:1]CCN1CCOCC1.[CH2:10]([O:17][C:18]1[CH:23]=[CH:22][N:21]([C:24]2[CH:25]=[C:26]3[C:30](=[CH:31][CH:32]=2)[N:29]([CH2:33][CH:34]2[O:39][CH2:38][CH2:37][N:36](C(OC(C)(C)C)=O)[CH2:35]2)[N:28]=[CH:27]3)[C:20](=[O:47])[CH:19]=1)[C:11]1[CH:16]=[CH:15][CH:14]=[CH:13][CH:12]=1.FC(F)(F)C(O)=O.Cl. The catalyst is C(Cl)Cl.C(OCC)(=O)C.CCOCC. The product is [ClH:1].[CH2:10]([O:17][C:18]1[CH:23]=[CH:22][N:21]([C:24]2[CH:25]=[C:26]3[C:30](=[CH:31][CH:32]=2)[N:29]([CH2:33][CH:34]2[O:39][CH2:38][CH2:37][NH:36][CH2:35]2)[N:28]=[CH:27]3)[C:20](=[O:47])[CH:19]=1)[C:11]1[CH:16]=[CH:15][CH:14]=[CH:13][CH:12]=1. The yield is 0.580. (2) The reactants are [OH:1][C@@H:2]1[CH2:10][C@@H:5]2[O:6][C:7](=[O:9])[CH2:8][C@@H:4]2[C@H:3]1[CH2:11][CH2:12][C@@H:13]([OH:22])[CH2:14][CH2:15][C:16]1[CH:21]=[CH:20][CH:19]=[CH:18][CH:17]=1.[O:23]1[CH:28]=[CH:27][CH2:26][CH2:25][CH2:24]1.[C:29](=[O:32])(O)[O-].[Na+]. The catalyst is C1COCC1.O.C1(C)C=CC(S(O)(=O)=O)=CC=1. The product is [C:16]1([CH2:15][CH2:14][C@H:13]([O:22][CH:4]2[CH2:3][CH2:2][CH2:10][CH2:29][O:32]2)[CH2:12][CH2:11][C@@H:3]2[C@@H:4]3[C@@H:5]([O:6][C:7](=[O:9])[CH2:8]3)[CH2:10][C@H:2]2[O:1][CH:28]2[CH2:27][CH2:26][CH2:25][CH2:24][O:23]2)[CH:17]=[CH:18][CH:19]=[CH:20][CH:21]=1. The yield is 0.950. (3) The reactants are [NH2:1][C:2]1[N:7]=[CH:6][N:5]=[C:4]([C:8](OC)=[O:9])[CH:3]=1.[Li+].[BH4-]. The catalyst is CO. The product is [NH2:1][C:2]1[N:7]=[CH:6][N:5]=[C:4]([CH2:8][OH:9])[CH:3]=1. The yield is 0.610. (4) The reactants are CC(OP(C1C=CC(N)=CC=1)(=O)OC(C)C)C.[CH3:18][C:19]1([CH3:35])[CH2:24][O:23][P:22](=[O:34])([C:25]2[CH:30]=[CH:29][CH:28]=[C:27]([N+:31]([O-])=O)[CH:26]=2)[O:21][CH2:20]1. No catalyst specified. The product is [CH3:18][C:19]1([CH3:35])[CH2:20][O:21][P:22]([C:25]2[CH:26]=[C:27]([CH:28]=[CH:29][CH:30]=2)[NH2:31])(=[O:34])[O:23][CH2:24]1. The yield is 0.630. (5) The reactants are C([Li])CCC.CCCCCC.[CH3:12][O:13][C:14]1[CH:19]=[CH:18][CH:17]=[C:16]([CH3:20])[N:15]=1.[CH2:21]=[O:22].[Na+].[Cl-]. The catalyst is C1COCC1. The product is [CH3:12][O:13][C:14]1[N:15]=[C:16]([CH2:20][CH2:21][OH:22])[CH:17]=[CH:18][CH:19]=1. The yield is 0.370. (6) The reactants are CN1CCCC1=O.C(N(CC)CC)C.[C:15]([O:19][CH2:20][CH2:21][CH2:22][CH3:23])(=[O:18])[CH:16]=[CH2:17].Br[C:25]1[CH:30]=[CH:29][C:28]([F:31])=[C:27]([F:32])[CH:26]=1. The catalyst is [Br-].C([N+](CCCC)(CCCC)CCCC)CCC.C([O-])(=O)C.[Pd+2].C([O-])(=O)C.O. The product is [F:31][C:28]1[CH:29]=[C:30]([CH:25]=[CH:26][C:27]=1[F:32])[CH:17]=[CH:16][C:15]([O:19][CH2:20][CH2:21][CH2:22][CH3:23])=[O:18]. The yield is 0.963. (7) The reactants are [Si](O[C@H]1CC[C@H]([CH:15]([C:17]2[CH:18]=[CH:19][N:20]3[C:25]=2[C:24]([Cl:26])=[N:23][CH:22]=[N:21]3)[OH:16])CC1)(C(C)(C)C)(C)C.ClC1C=C(N)C=CC=1F.C([O-])(O)=O.[Na+]. The catalyst is CC#N. The product is [Cl:26][C:24]1[C:25]2=[C:17]([CH:15]=[O:16])[CH:18]=[CH:19][N:20]2[N:21]=[CH:22][N:23]=1. The yield is 0.570. (8) The catalyst is CO. The yield is 0.970. The reactants are [ClH:1].O1CCOCC1.OC(C(F)(F)F)=O.[N:15]1[CH:20]=[CH:19][CH:18]=[C:17]([O:21][CH2:22][CH:23]2[CH2:28][N:27](C(OC(C)(C)C)=O)[CH2:26][CH2:25][N:24]2[C:36]([O:38][C:39]2[CH:44]=[CH:43][C:42]([F:45])=[CH:41][CH:40]=2)=[O:37])[CH:16]=1. The product is [ClH:1].[ClH:1].[N:15]1[CH:20]=[CH:19][CH:18]=[C:17]([O:21][CH2:22][CH:23]2[CH2:28][NH:27][CH2:26][CH2:25][N:24]2[C:36]([O:38][C:39]2[CH:40]=[CH:41][C:42]([F:45])=[CH:43][CH:44]=2)=[O:37])[CH:16]=1. (9) The reactants are [NH2:1][O:2][CH2:3][CH2:4][OH:5].[Cl:6][C:7]1[C:16]2[C:11](=[CH:12][CH:13]=[CH:14][CH:15]=2)[CH:10]=[CH:9][C:8]=1[NH:17][C:18]1[C:19]([C:26](O)=[O:27])=[CH:20][N:21]([CH3:25])[C:22](=[O:24])[CH:23]=1.C[N+]1(C2N=C(OC)N=C(OC)N=2)CCOCC1.[Cl-]. The catalyst is O.CO. The product is [Cl:6][C:7]1[C:16]2[C:11](=[CH:12][CH:13]=[CH:14][CH:15]=2)[CH:10]=[CH:9][C:8]=1[NH:17][C:18]1[C:19]([C:26]([NH:1][O:2][CH2:3][CH2:4][OH:5])=[O:27])=[CH:20][N:21]([CH3:25])[C:22](=[O:24])[CH:23]=1. The yield is 0.240. (10) The reactants are Cl[C:2]1[N:7]=[C:6]([N:8]2[CH2:12][CH2:11][CH2:10][CH2:9]2)[C:5]([N+:13]([O-:15])=[O:14])=[CH:4][CH:3]=1.[CH2:16]([NH2:26])[C:17]1[CH:25]=[CH:24][C:23]2[O:22][CH2:21][O:20][C:19]=2[CH:18]=1.C(N(CC)CC)C.C([O-])(O)=O.[Na+]. The catalyst is CS(C)=O. The product is [O:22]1[C:23]2[CH:24]=[CH:25][C:17]([CH2:16][NH:26][C:2]3[CH:3]=[CH:4][C:5]([N+:13]([O-:15])=[O:14])=[C:6]([N:8]4[CH2:12][CH2:11][CH2:10][CH2:9]4)[N:7]=3)=[CH:18][C:19]=2[O:20][CH2:21]1. The yield is 0.920.